This data is from NCI-60 drug combinations with 297,098 pairs across 59 cell lines. The task is: Regression. Given two drug SMILES strings and cell line genomic features, predict the synergy score measuring deviation from expected non-interaction effect. (1) Drug 1: C1=CC(=C2C(=C1NCCNCCO)C(=O)C3=C(C=CC(=C3C2=O)O)O)NCCNCCO. Drug 2: CCC(=C(C1=CC=CC=C1)C2=CC=C(C=C2)OCCN(C)C)C3=CC=CC=C3.C(C(=O)O)C(CC(=O)O)(C(=O)O)O. Cell line: HCC-2998. Synergy scores: CSS=27.8, Synergy_ZIP=4.41, Synergy_Bliss=5.31, Synergy_Loewe=-18.7, Synergy_HSA=3.93. (2) Drug 1: CC=C1C(=O)NC(C(=O)OC2CC(=O)NC(C(=O)NC(CSSCCC=C2)C(=O)N1)C(C)C)C(C)C. Drug 2: COC1=C2C(=CC3=C1OC=C3)C=CC(=O)O2. Cell line: HCT116. Synergy scores: CSS=64.8, Synergy_ZIP=4.25, Synergy_Bliss=-3.25, Synergy_Loewe=-66.6, Synergy_HSA=-4.22. (3) Drug 1: CCCS(=O)(=O)NC1=C(C(=C(C=C1)F)C(=O)C2=CNC3=C2C=C(C=N3)C4=CC=C(C=C4)Cl)F. Drug 2: C1=NC(=NC(=O)N1C2C(C(C(O2)CO)O)O)N. Cell line: NCI-H460. Synergy scores: CSS=12.6, Synergy_ZIP=-6.44, Synergy_Bliss=-1.48, Synergy_Loewe=-20.6, Synergy_HSA=-3.35. (4) Drug 1: CC1=C(C=C(C=C1)NC(=O)C2=CC=C(C=C2)CN3CCN(CC3)C)NC4=NC=CC(=N4)C5=CN=CC=C5. Drug 2: COC1=C2C(=CC3=C1OC=C3)C=CC(=O)O2. Cell line: ACHN. Synergy scores: CSS=-4.55, Synergy_ZIP=1.47, Synergy_Bliss=-0.976, Synergy_Loewe=-3.14, Synergy_HSA=-3.67. (5) Drug 1: CS(=O)(=O)C1=CC(=C(C=C1)C(=O)NC2=CC(=C(C=C2)Cl)C3=CC=CC=N3)Cl. Drug 2: C1C(C(OC1N2C=NC3=C2NC=NCC3O)CO)O. Cell line: NCI-H322M. Synergy scores: CSS=10.1, Synergy_ZIP=-2.44, Synergy_Bliss=5.12, Synergy_Loewe=4.75, Synergy_HSA=4.78. (6) Drug 1: CN(C)C1=NC(=NC(=N1)N(C)C)N(C)C. Drug 2: C1=NC2=C(N=C(N=C2N1C3C(C(C(O3)CO)O)F)Cl)N. Cell line: MDA-MB-231. Synergy scores: CSS=7.34, Synergy_ZIP=-13.3, Synergy_Bliss=-9.48, Synergy_Loewe=-33.9, Synergy_HSA=-12.1.